This data is from Full USPTO retrosynthesis dataset with 1.9M reactions from patents (1976-2016). The task is: Predict the reactants needed to synthesize the given product. Given the product [CH3:17][NH:16][C:15]1[CH:18]=[CH:19][C:12]([C:11]#[C:10][C:8]2[S:9][C:5]3[CH:4]=[C:3]([OH:2])[CH:24]=[CH:23][C:6]=3[N:7]=2)=[CH:13][C:14]=1[N+:20]([O-:22])=[O:21], predict the reactants needed to synthesize it. The reactants are: C[O:2][C:3]1[CH:24]=[CH:23][C:6]2[N:7]=[C:8]([C:10]#[C:11][C:12]3[CH:19]=[CH:18][C:15]([NH:16][CH3:17])=[C:14]([N+:20]([O-:22])=[O:21])[CH:13]=3)[S:9][C:5]=2[CH:4]=1.B(Br)(Br)Br.C([O-])(O)=O.[Na+].